Dataset: Forward reaction prediction with 1.9M reactions from USPTO patents (1976-2016). Task: Predict the product of the given reaction. (1) Given the reactants [Cl:1][C:2]1[CH:24]=[C:23]([Cl:25])[CH:22]=[CH:21][C:3]=1[CH2:4][NH:5][C:6]([C:8]1[C:9]([O:17][CH:18]([CH3:20])[CH3:19])=[N:10][N:11]([CH2:13][CH2:14][CH2:15][OH:16])[CH:12]=1)=[O:7].O[C:27]1[C:32]([O:33][CH3:34])=[CH:31][CH:30]=[CH:29][C:28]=1[CH2:35][C:36]([O:38]C)=[O:37].C(P(CCCC)CCCC)CCC.N(C(N1CCCCC1)=O)=NC(N1CCCCC1)=O, predict the reaction product. The product is: [Cl:1][C:2]1[CH:24]=[C:23]([Cl:25])[CH:22]=[CH:21][C:3]=1[CH2:4][NH:5][C:6]([C:8]1[C:9]([O:17][CH:18]([CH3:20])[CH3:19])=[N:10][N:11]([CH2:13][CH2:14][CH2:15][O:16][C:27]2[C:32]([O:33][CH3:34])=[CH:31][CH:30]=[CH:29][C:28]=2[CH2:35][C:36]([OH:38])=[O:37])[CH:12]=1)=[O:7]. (2) Given the reactants [CH2:1]([O:3][C:4]1[CH:5]=[CH:6][C:7]([O:10][C:11]2[CH:16]=[CH:15][CH:14]=[C:13]([CH:17]=[C:18]3[CH2:23][CH2:22][NH:21][CH2:20][CH2:19]3)[CH:12]=2)=[N:8][CH:9]=1)[CH3:2].[N:24]1[CH:29]=[CH:28][CH:27]=[C:26]([NH:30][C:31](=O)[O:32]C2C=CC=CC=2)[N:25]=1.C(N(CC)CC)C, predict the reaction product. The product is: [CH2:1]([O:3][C:4]1[CH:5]=[CH:6][C:7]([O:10][C:11]2[CH:12]=[C:13]([CH:14]=[CH:15][CH:16]=2)[CH:17]=[C:18]2[CH2:23][CH2:22][N:21]([C:31]([NH:30][C:26]3[N:25]=[N:24][CH:29]=[CH:28][CH:27]=3)=[O:32])[CH2:20][CH2:19]2)=[N:8][CH:9]=1)[CH3:2]. (3) Given the reactants FC1C=C2C(C(I)=CN2S(C2C=CC=CC=2)(=O)=O)=CC=1.C1(S([N:30]2[C:38]3[C:33](=[CH:34][CH:35]=[C:36]([F:39])[CH:37]=3)[C:32]([C:40]3[CH:41]=[CH:42][C:43]4[O:47][C:46]([CH2:48][N:49]5[CH2:54][CH2:53][O:52][CH2:51][CH2:50]5)=[N:45][C:44]=4[CH:55]=3)=[CH:31]2)(=O)=O)C=CC=CC=1, predict the reaction product. The product is: [F:39][C:36]1[CH:37]=[C:38]2[C:33]([C:32]([C:40]3[CH:41]=[CH:42][C:43]4[O:47][C:46]([CH2:48][N:49]5[CH2:54][CH2:53][O:52][CH2:51][CH2:50]5)=[N:45][C:44]=4[CH:55]=3)=[CH:31][NH:30]2)=[CH:34][CH:35]=1. (4) The product is: [F:1][C:2]([F:36])([F:35])[C:3]1[CH:4]=[C:5]([CH:28]=[C:29]([C:31]([F:34])([F:33])[F:32])[CH:30]=1)[C:6]([N:8]1[CH2:13][CH2:12][N:11]([CH2:14][C:15]#[C:16][CH2:17][N:44]2[CH2:45][CH2:46][O:47][CH2:48][C@H:43]2[C:41]([O:40][CH2:38][CH3:39])=[O:42])[CH2:10][C@H:9]1[CH2:19][C:20]1[CH:25]=[CH:24][C:23]([CH3:26])=[C:22]([CH3:27])[CH:21]=1)=[O:7]. Given the reactants [F:1][C:2]([F:36])([F:35])[C:3]1[CH:4]=[C:5]([CH:28]=[C:29]([C:31]([F:34])([F:33])[F:32])[CH:30]=1)[C:6]([N:8]1[CH2:13][CH2:12][N:11]([CH2:14][C:15]#[C:16][CH2:17]Cl)[CH2:10][C@H:9]1[CH2:19][C:20]1[CH:25]=[CH:24][C:23]([CH3:26])=[C:22]([CH3:27])[CH:21]=1)=[O:7].Cl.[CH2:38]([O:40][C:41]([C@@H:43]1[CH2:48][O:47][CH2:46][CH2:45][NH:44]1)=[O:42])[CH3:39].C(=O)([O-])[O-].[K+].[K+].[I-].[K+], predict the reaction product. (5) Given the reactants [OH:1][C@:2]1([CH2:9][NH:10][C:11]([C:13]2[C:14]3[CH:15]=[CH:16][C:17](Cl)=[N:18][C:19]=3[CH:20]=[CH:21][C:22]=2[Cl:23])=[O:12])[CH2:7][CH2:6][CH2:5][C@@H:4]([CH3:8])[CH2:3]1.CCN(C(C)C)C(C)C.[CH2:34]([N:36]([CH2:42][CH3:43])[CH:37]1[CH2:41][CH2:40][NH:39][CH2:38]1)[CH3:35], predict the reaction product. The product is: [OH:1][C@:2]1([CH2:9][NH:10][C:11]([C:13]2[C:14]3[CH:15]=[CH:16][C:17]([N:39]4[CH2:40][CH2:41][CH:37]([N:36]([CH2:42][CH3:43])[CH2:34][CH3:35])[CH2:38]4)=[N:18][C:19]=3[CH:20]=[CH:21][C:22]=2[Cl:23])=[O:12])[CH2:7][CH2:6][CH2:5][C@@H:4]([CH3:8])[CH2:3]1. (6) Given the reactants [C:1]1([C:5]([OH:7])=[O:6])[CH2:4][CH2:3][CH:2]=1.C1(N=C=NC2CCCCC2)CCCCC1.[CH2:23]([O:29][C:30]1[CH:39]=[CH:38][CH:37]=[C:36]2[C:31]=1[CH:32]=[CH:33][CH:34]=[C:35]2[O:40][CH2:41][CH2:42][CH2:43][CH2:44][CH2:45][CH2:46][CH2:47][CH2:48][CH2:49][CH2:50][CH2:51]O)[CH2:24][CH2:25][CH2:26][CH2:27][CH3:28].CN(C1C=CC=CN=1)C, predict the reaction product. The product is: [C:1]1([C:5]([O:7][CH2:51][CH2:50][CH2:49][CH2:48][CH2:47][CH2:46][CH2:45][CH2:44][CH2:43][CH2:42][CH2:41][O:40][C:35]2[C:36]3[C:31](=[C:30]([O:29][CH2:23][CH2:24][CH2:25][CH2:26][CH2:27][CH3:28])[CH:39]=[CH:38][CH:37]=3)[CH:32]=[CH:33][CH:34]=2)=[O:6])[CH2:4][CH2:3][CH:2]=1. (7) Given the reactants [Cl:1][C:2]1[CH:7]=[CH:6][C:5]([NH:8][C:9]([C@@]23C(C)(C)[C@@](C)(CC2)C(=O)O3)=[O:10])=[C:4]([C@@:22]([OH:32])([C:27]#[C:28][CH:29]2[CH2:31][CH2:30]2)[C:23]([F:26])([F:25])[F:24])[CH:3]=1.C(N(CC)CC)C.ClC(OC(Cl)C)=O.C([O-])([O-])=O.[K+].[K+], predict the reaction product. The product is: [Cl:1][C:2]1[CH:7]=[CH:6][C:5]2[NH:8][C:9](=[O:10])[O:32][C@:22]([C:27]#[C:28][CH:29]3[CH2:31][CH2:30]3)([C:23]([F:24])([F:25])[F:26])[C:4]=2[CH:3]=1.